This data is from Reaction yield outcomes from USPTO patents with 853,638 reactions. The task is: Predict the reaction yield, written as a fraction of the theoretical maximum amount of product (1.0 means a 100% yield; for example, 0.34 means a 34% yield). (1) The reactants are [F:1][C:2]1[CH:7]=[C:6]([F:8])[CH:5]=[CH:4][C:3]=1[C:9]1[C:17]2[C:12](=[CH:13][CH:14]=[C:15]([C:18]3[S:19][C:20](S(C)(=O)=O)=[N:21][N:22]=3)[CH:16]=2)[N:11](S(C2C=CC(C)=CC=2)(=O)=O)[CH:10]=1.[OH-:37].[Na+]. The catalyst is O1CCOCC1. The product is [F:1][C:2]1[CH:7]=[C:6]([F:8])[CH:5]=[CH:4][C:3]=1[C:9]1[C:17]2[C:12](=[CH:13][CH:14]=[C:15]([C:18]3[S:19][C:20]([OH:37])=[N:21][N:22]=3)[CH:16]=2)[NH:11][CH:10]=1. The yield is 0.113. (2) The reactants are [NH2:1][C:2]1[S:3][CH:4]=[CH:5][C:6]=1[C:7]([O:9]CC)=O.Cl.Cl[C:14]([NH2:16])=[NH:15].CS(C)(=O)=O.[OH-].[NH4+]. The catalyst is O. The product is [NH2:15][C:14]1[NH:16][C:7](=[O:9])[C:6]2[CH:5]=[CH:4][S:3][C:2]=2[N:1]=1. The yield is 0.450. (3) The reactants are [C:1]([C:3]1[CH:8]=[CH:7][CH:6]=[CH:5][C:4]=1[C:9]1[CH:14]=[CH:13][C:12]([CH2:15][C:16]2[C:17](=[O:39])[N:18]([CH2:28][C:29]3[CH:38]=[CH:37][C:32]([C:33](OC)=[O:34])=[CH:31][CH:30]=3)[C:19]3[N:20]([N:25]=[CH:26][N:27]=3)[C:21]=2[CH2:22][CH2:23][CH3:24])=[CH:11][CH:10]=1)#[N:2].[OH-].[Na+].O1CCCC1.Cl. The catalyst is CO. The product is [OH:34][CH2:33][C:32]1[CH:31]=[CH:30][C:29]([CH2:28][N:18]2[C:17](=[O:39])[C:16]([CH2:15][C:12]3[CH:13]=[CH:14][C:9]([C:4]4[C:3]([C:1]#[N:2])=[CH:8][CH:7]=[CH:6][CH:5]=4)=[CH:10][CH:11]=3)=[C:21]([CH2:22][CH2:23][CH3:24])[N:20]3[N:25]=[CH:26][N:27]=[C:19]23)=[CH:38][CH:37]=1. The yield is 0.700. (4) The reactants are C1N=[CH:4][N:3]([C:6]([N:8]2C=N[CH:10]=[CH:9]2)=[O:7])C=1.C(N(CC)CC)C.[F:20][C:21]1[CH:27]=[C:26]([I:28])[CH:25]=CC=1N.CN. The catalyst is CN(C)C=O.CO.O.C1(C)C=CC=CC=1. The product is [F:20][C:21]1[CH:27]=[C:26]([I:28])[CH:25]=[CH:10][C:9]=1[NH:8][C:6]([NH:3][CH3:4])=[O:7]. The yield is 0.948. (5) The reactants are [Cl:1][C:2]1[CH:3]=[C:4]2[C:9](=[CH:10][CH:11]=1)[N:8]=[C:7]([O:12][CH3:13])[C:6]([NH:14][C:15](=[O:19])OCC)=[N:5]2.[CH3:20][C:21]1[CH:26]=[CH:25][CH:24]=[C:23]([CH3:27])[C:22]=1[N:28]1[CH2:33][CH2:32][NH:31][CH2:30][CH2:29]1. No catalyst specified. The product is [Cl:1][C:2]1[CH:3]=[C:4]2[C:9](=[CH:10][CH:11]=1)[N:8]=[C:7]([O:12][CH3:13])[C:6]([NH:14][C:15]([N:31]1[CH2:32][CH2:33][N:28]([C:22]3[C:23]([CH3:27])=[CH:24][CH:25]=[CH:26][C:21]=3[CH3:20])[CH2:29][CH2:30]1)=[O:19])=[N:5]2. The yield is 0.670. (6) The reactants are [F:1][C:2]([F:17])([F:16])[O:3][C:4]1[CH:5]=[C:6]2[C:10](=[CH:11][CH:12]=1)[NH:9][N:8]=[C:7]2[C:13]([OH:15])=O.Cl.Cl.[N:20]12[CH2:27][CH2:26][CH:23]([CH2:24][CH2:25]1)[CH:22]([CH2:28][NH2:29])[CH2:21]2.CN(C(ON1N=NC2C=CC=NC1=2)=[N+](C)C)C.F[P-](F)(F)(F)(F)F.C(N(CC)C(C)C)(C)C. The catalyst is O1CCCC1.CN(C)C=O. The product is [N:20]12[CH2:27][CH2:26][CH:23]([CH2:24][CH2:25]1)[CH:22]([CH2:28][NH:29][C:13]([C:7]1[C:6]3[C:10](=[CH:11][CH:12]=[C:4]([O:3][C:2]([F:1])([F:17])[F:16])[CH:5]=3)[NH:9][N:8]=1)=[O:15])[CH2:21]2. The yield is 0.200. (7) The reactants are [O:1]1[CH2:6][CH2:5][O:4][C:3]2[CH:7]=[C:8]([OH:11])[CH:9]=[CH:10][C:2]1=2.C([O-])([O-])=O.[Cs+].[Cs+].Cl[C:19]1[N:24]=[CH:23][N:22]=[C:21]([NH:25][C:26]2[CH:31]=[CH:30][CH:29]=[C:28]([NH2:32])[N:27]=2)[CH:20]=1.O. The catalyst is CN1C(=O)CCC1.[Cu]I. The product is [O:1]1[CH2:6][CH2:5][O:4][C:3]2[CH:7]=[C:8]([O:11][C:19]3[N:24]=[CH:23][N:22]=[C:21]([NH:25][C:26]4[CH:31]=[CH:30][CH:29]=[C:28]([NH2:32])[N:27]=4)[CH:20]=3)[CH:9]=[CH:10][C:2]1=2. The yield is 0.290. (8) No catalyst specified. The reactants are [NH:1]1[CH2:6][CH2:5][NH:4][CH2:3][CH2:2]1.Br[C:8]1[CH:13]=[CH:12][C:11]([O:14][CH3:15])=[CH:10][N:9]=1. The product is [CH3:15][O:14][C:11]1[CH:12]=[CH:13][C:8]([N:1]2[CH2:6][CH2:5][NH:4][CH2:3][CH2:2]2)=[N:9][CH:10]=1. The yield is 0.250. (9) The reactants are [NH2:1][C:2]1[C:3]([CH3:8])=[N:4][CH:5]=[CH:6][CH:7]=1.[C:9]([O:12]C(=O)C)(=O)[CH3:10].C([O-])(=O)C.[K+].[N:21](OCCC(C)C)=O. The catalyst is C(Cl)(Cl)Cl. The product is [N:1]1([C:9](=[O:12])[CH3:10])[C:2]2[C:3](=[N:4][CH:5]=[CH:6][CH:7]=2)[CH:8]=[N:21]1. The yield is 0.650.